The task is: Predict which catalyst facilitates the given reaction.. This data is from Catalyst prediction with 721,799 reactions and 888 catalyst types from USPTO. (1) Reactant: [CH2:1]([C:4]([F:22])([F:21])[C:5]([F:20])([F:19])[C:6]([F:18])([F:17])[C:7]([F:16])([F:15])[C:8]([F:14])([F:13])[C:9]([F:12])([F:11])[F:10])[CH2:2][OH:3].[C:23](O)(=[O:26])[C:24]#[CH:25].C1(N=C=NC2CCCCC2)CCCCC1. Product: [C:23]([O:3][CH2:2][CH2:1][C:4]([F:21])([F:22])[C:5]([F:19])([F:20])[C:6]([F:17])([F:18])[C:7]([F:15])([F:16])[C:8]([F:13])([F:14])[C:9]([F:12])([F:11])[F:10])(=[O:26])[C:24]#[CH:25]. The catalyst class is: 172. (2) Reactant: [CH3:1][C:2]1([C:34]([O:36]CC)=[O:35])[CH2:7][CH2:6][CH:5]([CH2:8][C:9]2[C:14]3[C:15]([CH3:18])=[N:16][NH:17][C:13]=3[N:12]3[N:19]=[CH:20][C:21]([C:22]4[CH:23]=[N:24][C:25]([C:28]5[CH:33]=[CH:32][CH:31]=[CH:30][CH:29]=5)=[CH:26][CH:27]=4)=[C:11]3[N:10]=2)[CH2:4][CH2:3]1.C1COCC1.O[Li].O.Cl. Product: [CH3:1][C:2]1([C:34]([OH:36])=[O:35])[CH2:3][CH2:4][CH:5]([CH2:8][C:9]2[C:14]3[C:15]([CH3:18])=[N:16][NH:17][C:13]=3[N:12]3[N:19]=[CH:20][C:21]([C:22]4[CH:23]=[N:24][C:25]([C:28]5[CH:29]=[CH:30][CH:31]=[CH:32][CH:33]=5)=[CH:26][CH:27]=4)=[C:11]3[N:10]=2)[CH2:6][CH2:7]1. The catalyst class is: 6.